From a dataset of Forward reaction prediction with 1.9M reactions from USPTO patents (1976-2016). Predict the product of the given reaction. Given the reactants [Cl:1][C:2]1[CH:22]=[CH:21][CH:20]=[C:19]([Cl:23])[C:3]=1[CH2:4][N:5]1[C:13]2[C:8](=[CH:9][CH:10]=[C:11]([CH2:14][C:15]([OH:17])=[O:16])[CH:12]=2)[C:7]([CH3:18])=[N:6]1.[OH-].[K+:25], predict the reaction product. The product is: [Cl:1][C:2]1[CH:22]=[CH:21][CH:20]=[C:19]([Cl:23])[C:3]=1[CH2:4][N:5]1[C:13]2[C:8](=[CH:9][CH:10]=[C:11]([CH2:14][C:15]([O-:17])=[O:16])[CH:12]=2)[C:7]([CH3:18])=[N:6]1.[K+:25].